Dataset: Reaction yield outcomes from USPTO patents with 853,638 reactions. Task: Predict the reaction yield, written as a fraction of the theoretical maximum amount of product (1.0 means a 100% yield; for example, 0.34 means a 34% yield). The reactants are [H-].[Na+].[C:3]([CH2:5]P(=O)(OCC)OCC)#[N:4].[CH2:14]([N:18]([CH2:38][CH2:39][CH2:40][CH3:41])[C:19]1[CH:24]=[CH:23][C:22]([CH:25]=[CH:26][C:27]2[CH2:32][C:31]([CH3:34])([CH3:33])[CH2:30][C:29](=O)[CH:28]=2)=[C:21]([O:36][CH3:37])[CH:20]=1)[CH2:15][CH2:16][CH3:17].O. The catalyst is O1CCCC1. The product is [CH2:38]([N:18]([CH2:14][CH2:15][CH2:16][CH3:17])[C:19]1[CH:24]=[CH:23][C:22]([CH:25]=[CH:26][C:27]2[CH2:32][C:31]([CH3:34])([CH3:33])[CH2:30][C:29](=[CH:5][C:3]#[N:4])[CH:28]=2)=[C:21]([O:36][CH3:37])[CH:20]=1)[CH2:39][CH2:40][CH3:41]. The yield is 0.820.